This data is from Forward reaction prediction with 1.9M reactions from USPTO patents (1976-2016). The task is: Predict the product of the given reaction. Given the reactants [CH2:1]([O:8][N:9]1[C:14]2[N:15]=[CH:16][N:17]=[C:18]([C:19]3[CH:24]=[CH:23][CH:22]=[CH:21][CH:20]=3)[C:13]=2[C:12]([OH:25])=[C:11](C(OCC)=O)[C:10]1=[O:31])[C:2]1[CH:7]=[CH:6][CH:5]=[CH:4][CH:3]=1.Cl.O1CCOCC1.C(OCC)(=O)C, predict the reaction product. The product is: [CH2:1]([O:8][N:9]1[C:14]2[N:15]=[CH:16][N:17]=[C:18]([C:19]3[CH:24]=[CH:23][CH:22]=[CH:21][CH:20]=3)[C:13]=2[C:12]([OH:25])=[CH:11][C:10]1=[O:31])[C:2]1[CH:7]=[CH:6][CH:5]=[CH:4][CH:3]=1.